From a dataset of Forward reaction prediction with 1.9M reactions from USPTO patents (1976-2016). Predict the product of the given reaction. (1) Given the reactants [C:1]([O:5][C:6]([N:8]1[CH2:13][CH2:12][O:11][CH2:10][CH:9]1[C:14](O)=[O:15])=[O:7])([CH3:4])([CH3:3])[CH3:2], predict the reaction product. The product is: [OH:15][CH2:14][CH:9]1[CH2:10][O:11][CH2:12][CH2:13][N:8]1[C:6]([O:5][C:1]([CH3:4])([CH3:3])[CH3:2])=[O:7]. (2) Given the reactants [CH3:1][O:2][C:3]1[CH:8]=[CH:7][CH:6]=[CH:5][C:4]=1[CH2:9][CH2:10][C:11]([OH:13])=O.[CH3:14][O:15][C:16]1[CH:17]=[C:18]([CH2:24][CH2:25][NH2:26])[CH:19]=[CH:20][C:21]=1[O:22][CH3:23], predict the reaction product. The product is: [CH3:14][O:15][C:16]1[CH:17]=[C:18]([CH2:24][CH2:25][NH:26][C:11](=[O:13])[CH2:10][CH2:9][C:4]2[CH:5]=[CH:6][CH:7]=[CH:8][C:3]=2[O:2][CH3:1])[CH:19]=[CH:20][C:21]=1[O:22][CH3:23].